From a dataset of HIV replication inhibition screening data with 41,000+ compounds from the AIDS Antiviral Screen. Binary Classification. Given a drug SMILES string, predict its activity (active/inactive) in a high-throughput screening assay against a specified biological target. (1) The molecule is O=C(O)CCNS(=O)(=O)c1ccc(NC(=O)c2ccccc2)cc1. The result is 0 (inactive). (2) The drug is CCOC(=O)N1CCC2(CC1)CC(=O)N(Nc1ccccc1)C2=O. The result is 0 (inactive).